This data is from Catalyst prediction with 721,799 reactions and 888 catalyst types from USPTO. The task is: Predict which catalyst facilitates the given reaction. (1) Reactant: [CH:1]1[C:10]2[C:5](=[CH:6][C:7](/[CH:11]=[N:12]/[OH:13])=[CH:8][CH:9]=2)[CH:4]=[CH:3][N:2]=1.ClN1C(=O)CCC1=O.[CH2:22]([Sn:26]([CH2:33][CH2:34][CH2:35][CH3:36])([CH2:29][CH2:30][CH2:31][CH3:32])[C:27]#[CH:28])[CH2:23][CH2:24][CH3:25]. Product: [CH2:33]([Sn:26]([CH2:29][CH2:30][CH2:31][CH3:32])([CH2:22][CH2:23][CH2:24][CH3:25])[C:27]1[O:13][N:12]=[C:11]([C:7]2[CH:6]=[C:5]3[C:10](=[CH:9][CH:8]=2)[CH:1]=[N:2][CH:3]=[CH:4]3)[CH:28]=1)[CH2:34][CH2:35][CH3:36]. The catalyst class is: 3. (2) Reactant: Cl[C:2]1[O:3][C:4]2[CH:10]=[CH:9][C:8]([O:11][CH3:12])=[CH:7][C:5]=2[N:6]=1.[Br:13][C:14]1[CH:20]=[CH:19][C:17]([NH2:18])=[CH:16][CH:15]=1.C(N(C(C)C)CC)(C)C. Product: [Br:13][C:14]1[CH:20]=[CH:19][C:17]([NH:18][C:2]2[O:3][C:4]3[CH:10]=[CH:9][C:8]([O:11][CH3:12])=[CH:7][C:5]=3[N:6]=2)=[CH:16][CH:15]=1. The catalyst class is: 9. (3) Reactant: [C:1]([OH:4])(=O)[CH3:2].[CH:5](=O)[C:6]1[CH:11]=[CH:10][CH:9]=[CH:8][CH:7]=1.[C:13]([BH3-])#[N:14].[Na+]. Product: [CH2:13]([NH:14][C@H:2]([CH2:1][OH:4])[CH2:5][C:6]1[CH:11]=[CH:10][CH:9]=[CH:8][CH:7]=1)[C:6]1[CH:11]=[CH:10][CH:9]=[CH:8][CH:7]=1. The catalyst class is: 5. (4) Reactant: [CH:1]([C:3]1[N:4]=[CH:5][NH:6][C:7]=1[C:8]([O:10][CH3:11])=[O:9])=O.[O-]S([O-])(=O)=O.[Na+].[Na+].[CH2:19]([NH:26][CH2:27][CH2:28][OH:29])[C:20]1[CH:25]=[CH:24][CH:23]=[CH:22][CH:21]=1.C(O[BH-](OC(=O)C)OC(=O)C)(=O)C.[Na+]. Product: [CH2:19]([N:26]([CH2:1][C:3]1[N:4]=[CH:5][NH:6][C:7]=1[C:8]([O:10][CH3:11])=[O:9])[CH2:27][CH2:28][OH:29])[C:20]1[CH:25]=[CH:24][CH:23]=[CH:22][CH:21]=1. The catalyst class is: 1.